This data is from Full USPTO retrosynthesis dataset with 1.9M reactions from patents (1976-2016). The task is: Predict the reactants needed to synthesize the given product. Given the product [F:27][C:28]1[CH:33]=[CH:32][C:31]([C:2]2[CH:7]=[CH:6][C:5]([C@@H:8]([N:10]3[CH2:15][CH2:14][C:13]([C:19]4[CH:20]=[CH:21][C:22]([F:25])=[CH:23][CH:24]=4)([CH2:16][CH2:17][OH:18])[O:12][C:11]3=[O:26])[CH3:9])=[CH:4][CH:3]=2)=[CH:30][CH:29]=1, predict the reactants needed to synthesize it. The reactants are: Br[C:2]1[CH:7]=[CH:6][C:5]([C@@H:8]([N:10]2[CH2:15][CH2:14][C:13]([C:19]3[CH:24]=[CH:23][C:22]([F:25])=[CH:21][CH:20]=3)([CH2:16][CH2:17][OH:18])[O:12][C:11]2=[O:26])[CH3:9])=[CH:4][CH:3]=1.[F:27][C:28]1[CH:33]=[CH:32][C:31](B(O)O)=[CH:30][CH:29]=1.